From a dataset of Reaction yield outcomes from USPTO patents with 853,638 reactions. Predict the reaction yield, written as a fraction of the theoretical maximum amount of product (1.0 means a 100% yield; for example, 0.34 means a 34% yield). (1) The reactants are C(OC(=O)[NH:7][C@H:8]1[CH2:13][CH2:12][C@@H:11]([NH:14][C:15]2[C:20]([CH3:21])=[CH:19][N:18]=[C:17]([N:22]([CH3:24])[CH3:23])[N:16]=2)[CH2:10][CH2:9]1)(C)(C)C.C(O)(C(F)(F)F)=O. The catalyst is C(Cl)Cl. The product is [CH3:23][N:22]([CH3:24])[C:17]1[N:16]=[C:15]([NH:14][C@@H:11]2[CH2:12][CH2:13][C@H:8]([NH2:7])[CH2:9][CH2:10]2)[C:20]([CH3:21])=[CH:19][N:18]=1. The yield is 0.950. (2) The reactants are [Si]([O:8][CH2:9][C:10]1[N:15]=[CH:14][C:13]([S:16]([C:19]2[C:30]([O:31][CH3:32])=[CH:29][C:22]3[CH2:23][CH2:24][N:25]([CH3:28])[CH2:26][CH2:27][C:21]=3[CH:20]=2)(=[O:18])=[O:17])=[CH:12][CH:11]=1)(C(C)(C)C)(C)C. The catalyst is C1COCC1.Cl. The product is [CH3:32][O:31][C:30]1[C:19]([S:16]([C:13]2[CH:12]=[CH:11][C:10]([CH2:9][OH:8])=[N:15][CH:14]=2)(=[O:18])=[O:17])=[CH:20][C:21]2[CH2:27][CH2:26][N:25]([CH3:28])[CH2:24][CH2:23][C:22]=2[CH:29]=1. The yield is 1.00. (3) The reactants are [CH2:1]1[C:9]2[C:4](=[CH:5][CH:6]=[CH:7][CH:8]=2)[CH2:3][CH2:2]1.[C:10](OC(=O)C)(=[O:12])[CH3:11].[Al+3].[Cl-].[Cl-].[Cl-]. The catalyst is C(Cl)Cl. The product is [CH2:1]1[C:9]2[C:4](=[CH:5][CH:6]=[C:7]([C:10](=[O:12])[CH3:11])[CH:8]=2)[CH2:3][CH2:2]1. The yield is 0.880. (4) The reactants are Br[CH2:2][C:3]([C:5]1[S:6][C:7]([Cl:10])=[CH:8][CH:9]=1)=O.[Cl:11][C:12]1[CH:17]=[CH:16][C:15](/[CH:18]=[N:19]/[NH:20][C:21](=[NH:23])[NH2:22])=[CH:14][CH:13]=1. The catalyst is C(O)C. The product is [Cl:11][C:12]1[CH:13]=[CH:14][C:15](/[CH:18]=[N:19]/[N:20]2[CH:2]=[C:3]([C:5]3[S:6][C:7]([Cl:10])=[CH:8][CH:9]=3)[N:22]=[C:21]2[NH2:23])=[CH:16][CH:17]=1. The yield is 0.720. (5) The reactants are [CH3:1][O:2][C:3]([C:5]1[S:6][C:7]([S:22][CH3:23])=[C:8]([S:10]([C:13]2[CH:18]=[C:17]([Cl:19])[C:16]([NH2:20])=[C:15]([NH2:21])[CH:14]=2)(=[O:12])=[O:11])[CH:9]=1)=[O:4].[C:24]([O-])(O)=O.[Na+]. The catalyst is C(O)=O. The product is [CH3:1][O:2][C:3]([C:5]1[S:6][C:7]([S:22][CH3:23])=[C:8]([S:10]([C:13]2[CH:18]=[C:17]([Cl:19])[C:16]3[NH:20][CH:24]=[N:21][C:15]=3[CH:14]=2)(=[O:12])=[O:11])[CH:9]=1)=[O:4]. The yield is 0.870. (6) The reactants are Cl[C:2]1[C:11]2[C:6](=[CH:7][C:8]([O:14][CH3:15])=[C:9]([O:12][CH3:13])[CH:10]=2)[N:5]=[CH:4][CH:3]=1.[C:16]1([C:22]2[C:31]([OH:32])=[CH:30][C:29]3[C:24](=[CH:25][CH:26]=[CH:27][CH:28]=3)[N:23]=2)[CH:21]=[CH:20][CH:19]=[CH:18][CH:17]=1.O. The catalyst is CN(C)C1C=CN=CC=1.ClC1C=CC=CC=1Cl. The product is [CH3:13][O:12][C:9]1[CH:10]=[C:11]2[C:6](=[CH:7][C:8]=1[O:14][CH3:15])[N:5]=[CH:4][CH:3]=[C:2]2[O:32][C:31]1[C:22]([C:16]2[CH:21]=[CH:20][CH:19]=[CH:18][CH:17]=2)=[N:23][C:24]2[C:29]([CH:30]=1)=[CH:28][CH:27]=[CH:26][CH:25]=2. The yield is 0.680. (7) The reactants are Br[C:2]1[CH:3]=[CH:4][C:5]([CH2:8][OH:9])=[N:6][CH:7]=1.[C-:10]#[N:11].[Na+]. The catalyst is C(C#N)C.C1C=CC([P]([Pd]([P](C2C=CC=CC=2)(C2C=CC=CC=2)C2C=CC=CC=2)([P](C2C=CC=CC=2)(C2C=CC=CC=2)C2C=CC=CC=2)[P](C2C=CC=CC=2)(C2C=CC=CC=2)C2C=CC=CC=2)(C2C=CC=CC=2)C2C=CC=CC=2)=CC=1.[Cu]I. The product is [C:10]([C:2]1[CH:3]=[CH:4][C:5]([CH2:8][OH:9])=[N:6][CH:7]=1)#[N:11]. The yield is 0.480. (8) The reactants are [I-].[CH3:2][S+](C)(C)=O.[OH-].[K+].[CH3:9][O:10][C:11]1[CH:16]=[CH:15][C:14](/[CH:17]=[CH:18]\[C:19]([O:21][CH2:22][CH3:23])=[O:20])=[CH:13][CH:12]=1. The catalyst is CS(C)=O. The product is [CH3:9][O:10][C:11]1[CH:12]=[CH:13][C:14]([CH:17]2[CH2:2][CH:18]2[C:19]([O:21][CH2:22][CH3:23])=[O:20])=[CH:15][CH:16]=1. The yield is 0.432. (9) The reactants are [Br:1][C:2]1[CH:3]=[N:4][NH:5][C:6]=1[CH:7]=[O:8].[H-].[Na+].Cl[CH2:12][O:13][CH2:14][CH2:15][Si:16]([CH3:19])([CH3:18])[CH3:17].C([O-])(O)=O.[Na+]. The catalyst is C1COCC1. The product is [Br:1][C:2]1[CH:3]=[N:4][N:5]([CH2:12][O:13][CH2:14][CH2:15][Si:16]([CH3:19])([CH3:18])[CH3:17])[C:6]=1[CH:7]=[O:8]. The yield is 0.690.